From a dataset of Reaction yield outcomes from USPTO patents with 853,638 reactions. Predict the reaction yield, written as a fraction of the theoretical maximum amount of product (1.0 means a 100% yield; for example, 0.34 means a 34% yield). (1) The reactants are Br[C:2]1[C:3]([O:12][CH3:13])=[CH:4][C:5]([O:10][CH3:11])=[C:6]([CH:9]=1)[CH:7]=[O:8].[C:14]([N:21]1[C:29]2[C:24](=[CH:25][CH:26]=[CH:27][CH:28]=2)[CH:23]=[C:22]1B(O)O)([O:16][C:17]([CH3:20])([CH3:19])[CH3:18])=[O:15]. No catalyst specified. The product is [C:17]([O:16][C:14]([N:21]1[C:29]2[C:24](=[CH:25][CH:26]=[CH:27][CH:28]=2)[CH:23]=[C:22]1[C:2]1[CH:9]=[C:6]([CH:7]=[O:8])[C:5]([O:10][CH3:11])=[CH:4][C:3]=1[O:12][CH3:13])=[O:15])([CH3:20])([CH3:18])[CH3:19]. The yield is 0.790. (2) The reactants are Cl[C:2]1[CH:7]=[CH:6][N:5]=[C:4]2[CH:8]=[C:9]([C:11]([N:13]3[CH2:17][CH2:16][C@@H:15]([OH:18])[CH2:14]3)=[O:12])[S:10][C:3]=12.[CH3:19][NH:20][C:21]([C:23]1[C:31]2[C:26](=[CH:27][C:28]([OH:32])=[CH:29][CH:30]=2)[N:25]([CH3:33])[CH:24]=1)=[O:22].C([O-])([O-])=O.[Cs+].[Cs+]. No catalyst specified. The product is [CH3:19][NH:20][C:21]([C:23]1[C:31]2[C:26](=[CH:27][C:28]([O:32][C:2]3[CH:7]=[CH:6][N:5]=[C:4]4[CH:8]=[C:9]([C:11]([N:13]5[CH2:17][CH2:16][C@@H:15]([OH:18])[CH2:14]5)=[O:12])[S:10][C:3]=34)=[CH:29][CH:30]=2)[N:25]([CH3:33])[CH:24]=1)=[O:22]. The yield is 0.270. (3) The reactants are Br[C:2]1(Br)[C:7](=O)[NH:6][C:5](=O)[NH:4][C:3]1=O.O=[CH:13][CH2:14][CH:15]1[CH2:20][CH2:19][N:18]([C:21]([O:23][C:24]([CH3:27])([CH3:26])[CH3:25])=[O:22])[CH2:17][CH2:16]1.[CH2:28](OCC)C. No catalyst specified. The product is [N:4]1[CH:13]=[C:14]([CH:15]2[CH2:20][CH2:19][N:18]([C:21]([O:23][C:24]([CH3:27])([CH3:26])[CH3:25])=[O:22])[CH2:17][CH2:16]2)[N:6]2[CH:7]=[CH:2][CH:3]=[CH:28][C:5]=12. The yield is 0.600. (4) The reactants are [CH2:1]1[C:5]2([CH2:10][CH2:9][O:8][CH2:7][CH2:6]2)[CH2:4][CH:3]([C:11]([O:13][CH2:14][CH3:15])=[O:12])[NH:2]1.CN(C(ON1N=NC2C=CC=NC1=2)=[N+](C)C)C.F[P-](F)(F)(F)(F)F.[CH3:40][O:41][C:42]([NH:44][C@H:45]([C:49](O)=[O:50])[CH:46]([CH3:48])[CH3:47])=[O:43].CCN(C(C)C)C(C)C. The catalyst is C(Cl)Cl. The product is [CH3:40][O:41][C:42]([NH:44][C@H:45]([C:49]([N:2]1[CH:3]([C:11]([O:13][CH2:14][CH3:15])=[O:12])[CH2:4][C:5]2([CH2:10][CH2:9][O:8][CH2:7][CH2:6]2)[CH2:1]1)=[O:50])[CH:46]([CH3:47])[CH3:48])=[O:43]. The yield is 0.900. (5) The reactants are [CH2:1]([NH:3][C:4]1[C:9]2[C:10]([C:29]([O:31]C)=O)=[N:11][N:12]([C:13]3[CH:18]=[CH:17][CH:16]=[C:15]([C:19]#[C:20][C@:21]4([OH:28])[CH2:25][CH2:24][N:23]([CH3:26])[C:22]4=[O:27])[CH:14]=3)[C:8]=2[CH:7]=[CH:6][N:5]=1)[CH3:2].[NH3:33]. No catalyst specified. The product is [CH2:1]([NH:3][C:4]1[C:9]2[C:10]([C:29]([NH2:33])=[O:31])=[N:11][N:12]([C:13]3[CH:18]=[CH:17][CH:16]=[C:15]([C:19]#[C:20][C@:21]4([OH:28])[CH2:25][CH2:24][N:23]([CH3:26])[C:22]4=[O:27])[CH:14]=3)[C:8]=2[CH:7]=[CH:6][N:5]=1)[CH3:2]. The yield is 0.430. (6) The reactants are [Cl:1][C:2]1[N:3]=[C:4]([C:9]([OH:11])=O)[NH:5][C:6]=1[CH2:7][CH3:8].S(Cl)(Cl)=O.[NH2:16][C:17]1[CH:22]=[CH:21][C:20]([C:23]2[O:24][CH:25]=[C:26]([C:28]([O:30][CH3:31])=[O:29])[N:27]=2)=[CH:19][CH:18]=1. The yield is 0.470. The product is [Cl:1][C:2]1[N:3]=[C:4]([C:9]([NH:16][C:17]2[CH:18]=[CH:19][C:20]([C:23]3[O:24][CH:25]=[C:26]([C:28]([O:30][CH3:31])=[O:29])[N:27]=3)=[CH:21][CH:22]=2)=[O:11])[NH:5][C:6]=1[CH2:7][CH3:8]. The catalyst is N1C=CC=CC=1. (7) The reactants are [C@H:1]1([NH:10][C:11]2[CH:20]=[CH:19][C:18]3[C:13](=[CH:14][CH:15]=[CH:16][C:17]=3I)[N:12]=2)[C:9]2[C:4](=[CH:5][CH:6]=[CH:7][CH:8]=2)[CH2:3][CH2:2]1.O.[CH3:23][N:24](C)C=O. The catalyst is [C-]#N.[Zn+2].[C-]#N.[Pd].C1(P(C2C=CC=CC=2)C2C=CC=CC=2)C=CC=CC=1.C1(P(C2C=CC=CC=2)C2C=CC=CC=2)C=CC=CC=1.C1(P(C2C=CC=CC=2)C2C=CC=CC=2)C=CC=CC=1.C1(P(C2C=CC=CC=2)C2C=CC=CC=2)C=CC=CC=1. The product is [C@H:1]1([NH:10][C:11]2[CH:20]=[CH:19][C:18]3[C:17]([C:23]#[N:24])=[CH:16][CH:15]=[CH:14][C:13]=3[N:12]=2)[C:9]2[C:4](=[CH:5][CH:6]=[CH:7][CH:8]=2)[CH2:3][CH2:2]1. The yield is 0.790.